Dataset: Forward reaction prediction with 1.9M reactions from USPTO patents (1976-2016). Task: Predict the product of the given reaction. (1) Given the reactants [CH:1]1([C:4]([CH:6]2[CH2:18][CH2:17][C:9]3[N:10]=[C:11]([NH:13][C:14](=[O:16])[CH3:15])[S:12][C:8]=3[C:7]2=O)=O)[CH2:3][CH2:2]1.Cl.[Cl:21][C:22]1[CH:27]=[CH:26][CH:25]=[CH:24][C:23]=1[NH:28][NH2:29].O, predict the reaction product. The product is: [Cl:21][C:22]1[CH:27]=[CH:26][CH:25]=[CH:24][C:23]=1[N:28]1[C:7]2[C:8]3[S:12][C:11]([NH:13][C:14](=[O:16])[CH3:15])=[N:10][C:9]=3[CH2:17][CH2:18][C:6]=2[C:4]([CH:1]2[CH2:3][CH2:2]2)=[N:29]1. (2) Given the reactants [Cl:1]C1C=C2C(C=CN=C2)=CC=1F.[ClH:13].[NH:14]1[CH2:19][CH2:18][CH:17]([O:20][C:21]2[CH:22]=[C:23]3[C:28](=[CH:29][CH:30]=2)[CH:27]=[N:26][CH:25]=[CH:24]3)[CH2:16][CH2:15]1, predict the reaction product. The product is: [ClH:1].[Cl:13][C:30]1[CH:29]=[C:28]2[C:23]([CH:24]=[CH:25][N:26]=[CH:27]2)=[CH:22][C:21]=1[O:20][CH:17]1[CH2:18][CH2:19][NH:14][CH2:15][CH2:16]1. (3) Given the reactants [CH2:1]([NH:4][C:5]1[C:10](Br)=[N:9][C:8]([Br:12])=[CH:7][N:6]=1)[CH:2]=[CH2:3].C([O-])=O.[Na+], predict the reaction product. The product is: [Br:12][C:8]1[N:9]=[C:10]2[C:2]([CH3:3])=[CH:1][NH:4][C:5]2=[N:6][CH:7]=1. (4) Given the reactants Br[CH:2]1[CH:7]=[CH:6][C:5]([CH3:8])=[CH:4][C:3]1([O:10][CH2:11][CH2:12]Cl)C.[CH2:14]([Li])CCC, predict the reaction product. The product is: [CH3:14][C:7]1[C:2]2[CH2:12][CH2:11][O:10][C:3]=2[CH:4]=[C:5]([CH3:8])[CH:6]=1. (5) Given the reactants [Br:1][C:2]1[N:7]=[CH:6][C:5]2[CH:8]=[C:9]([C:15]3[CH:16]=[N:17][N:18]([C:20]([O:22][C:23]([CH3:26])([CH3:25])[CH3:24])=[O:21])[CH:19]=3)[N:10](S(C)(=O)=O)[C:4]=2[CH:3]=1.C1CCN2C(=NCCC2)CC1.[C:38](O[C:38]([O:40][C:41]([CH3:44])([CH3:43])[CH3:42])=[O:39])([O:40][C:41]([CH3:44])([CH3:43])[CH3:42])=[O:39].C(N(CC)CC)C, predict the reaction product. The product is: [Br:1][C:2]1[N:7]=[CH:6][C:5]2[CH:8]=[C:9]([C:15]3[CH:16]=[N:17][N:18]([C:20]([O:22][C:23]([CH3:26])([CH3:25])[CH3:24])=[O:21])[CH:19]=3)[N:10]([C:38]([O:40][C:41]([CH3:44])([CH3:43])[CH3:42])=[O:39])[C:4]=2[CH:3]=1. (6) Given the reactants [CH3:1][O:2][C:3]1[CH:4]=[C:5]([NH:11][C:12]2[N:17]=[C:16]([N:18]3[CH:22]=[CH:21][C:20]([C:23]([F:26])([F:25])[F:24])=[N:19]3)[C:15]([C:27]3[CH:28]=[C:29]([C:35]([O:37]C)=[O:36])[C:30]([O:33][CH3:34])=[N:31][CH:32]=3)=[CH:14][N:13]=2)[CH:6]=[C:7]([O:9][CH3:10])[CH:8]=1.O.[OH-].[Ba+2].[OH-].Cl, predict the reaction product. The product is: [CH3:1][O:2][C:3]1[CH:4]=[C:5]([NH:11][C:12]2[N:17]=[C:16]([N:18]3[CH:22]=[CH:21][C:20]([C:23]([F:26])([F:25])[F:24])=[N:19]3)[C:15]([C:27]3[CH:28]=[C:29]([C:35]([OH:37])=[O:36])[C:30]([O:33][CH3:34])=[N:31][CH:32]=3)=[CH:14][N:13]=2)[CH:6]=[C:7]([O:9][CH3:10])[CH:8]=1. (7) Given the reactants [CH3:1][Si:2]([CH3:12])([CH3:11])[C:3]1[CH:10]=[CH:9][C:6]([CH:7]=O)=[CH:5][CH:4]=1.[F:13][C:14]1[CH:19]=[CH:18][C:17]([CH2:20][CH2:21][NH2:22])=[CH:16][CH:15]=1, predict the reaction product. The product is: [F:13][C:14]1[CH:19]=[CH:18][C:17]([CH2:20][CH2:21][NH:22][CH2:7][C:6]2[CH:9]=[CH:10][C:3]([Si:2]([CH3:12])([CH3:11])[CH3:1])=[CH:4][CH:5]=2)=[CH:16][CH:15]=1.